This data is from Full USPTO retrosynthesis dataset with 1.9M reactions from patents (1976-2016). The task is: Predict the reactants needed to synthesize the given product. (1) Given the product [O:40]1[C:36]([C:33]2[CH:34]=[CH:35][C:30]([NH:29][C:27]3[N:28]=[C:23]([O:22][S:3]([C:2]([F:21])([F:20])[F:1])(=[O:5])=[O:4])[C:24]4[CH2:44][N:43]([C:45]([O:47][C:48]([CH3:51])([CH3:50])[CH3:49])=[O:46])[CH2:42][CH2:41][C:25]=4[N:26]=3)=[CH:31][CH:32]=2)=[CH:37][N:38]=[CH:39]1, predict the reactants needed to synthesize it. The reactants are: [F:1][C:2]([F:21])([F:20])[S:3](N(C1C=CC=CC=1)[S:3]([C:2]([F:21])([F:20])[F:1])(=[O:5])=[O:4])(=[O:5])=[O:4].[OH:22][C:23]1[C:24]2[CH2:44][N:43]([C:45]([O:47][C:48]([CH3:51])([CH3:50])[CH3:49])=[O:46])[CH2:42][CH2:41][C:25]=2[N:26]=[C:27]([NH:29][C:30]2[CH:35]=[CH:34][C:33]([C:36]3[O:40][CH:39]=[N:38][CH:37]=3)=[CH:32][CH:31]=2)[N:28]=1.N12CCCN=C1CCCCC2. (2) Given the product [CH3:1][N:2]1[C:11]2[C:6](=[CH:7][CH:8]=[C:9]([CH2:12][N:13]3[CH:17]=[C:16]([C:18]([OH:20])=[O:19])[CH:15]=[N:14]3)[CH:10]=2)[CH2:5][CH2:4][CH2:3]1, predict the reactants needed to synthesize it. The reactants are: [CH3:1][N:2]1[C:11]2[C:6](=[CH:7][CH:8]=[C:9]([CH2:12][N:13]3[CH:17]=[C:16]([C:18]([O:20]CC)=[O:19])[CH:15]=[N:14]3)[CH:10]=2)[CH2:5][CH2:4][CH2:3]1. (3) Given the product [CH2:58]([C:49]1[N:50]([CH2:51][CH:52]2[CH2:57][CH2:56][O:55][CH2:54][CH2:53]2)[C:41]2[C:40]3[CH:39]=[CH:38][C:37]([CH:2]=[CH:1][S:3]([CH3:6])(=[O:5])=[O:4])=[CH:46][C:45]=3[N:44]=[C:43]([NH2:47])[C:42]=2[N:48]=1)[CH3:59], predict the reactants needed to synthesize it. The reactants are: [CH:1]([S:3]([CH3:6])(=[O:5])=[O:4])=[CH2:2].C(N(CC)CC)C.C1(C)C=CC=CC=1P(C1C=CC=CC=1C)C1C=CC=CC=1C.Br[C:37]1[CH:38]=[CH:39][C:40]2[C:41]3[N:50]([CH2:51][CH:52]4[CH2:57][CH2:56][O:55][CH2:54][CH2:53]4)[C:49]([CH2:58][CH3:59])=[N:48][C:42]=3[C:43]([NH2:47])=[N:44][C:45]=2[CH:46]=1.